This data is from Full USPTO retrosynthesis dataset with 1.9M reactions from patents (1976-2016). The task is: Predict the reactants needed to synthesize the given product. Given the product [F:2][C:3]1[CH:4]=[CH:5][C:6]([NH:21][C:22](=[O:42])[C:23]2[CH:28]=[CH:27][C:26]([N:29]3[CH2:30][CH2:31][CH2:32][CH2:33]3)=[CH:25][C:24]=2[O:34][CH:35]2[CH2:40][CH2:39][N:38]([CH3:41])[CH2:37][CH2:36]2)=[C:7]([CH:20]=1)[C:8]([NH:10][C:11]1[C:16]([N+:17]([O-:19])=[O:18])=[CH:15][CH:14]=[CH:13][N:12]=1)=[O:9], predict the reactants needed to synthesize it. The reactants are: Cl.[F:2][C:3]1[CH:4]=[CH:5][C:6]([NH:21][C:22](=[O:42])[C:23]2[CH:28]=[CH:27][C:26]([N:29]3[CH2:33][CH2:32][CH2:31][CH2:30]3)=[CH:25][C:24]=2[O:34][CH:35]2[CH2:40][CH2:39][N:38]([CH3:41])[CH2:37][CH2:36]2)=[C:7]([CH:20]=1)[C:8]([NH:10][C:11]1[C:16]([N+:17]([O-:19])=[O:18])=[CH:15][CH:14]=[CH:13][N:12]=1)=[O:9].FC1C=CC2N=C(C3C=CC(N4CCCC4)=CC=3OC3CCN(C)CC3)OC(=O)C=2C=1.NC1C([N+]([O-])=O)=CC=CN=1.